Dataset: Forward reaction prediction with 1.9M reactions from USPTO patents (1976-2016). Task: Predict the product of the given reaction. (1) Given the reactants [CH2:1]([NH:8][C:9](=[O:25])[C@H:10]([NH:14]C(OCC1C=CC=CC=1)=O)[CH2:11][O:12][CH3:13])[C:2]1[CH:7]=[CH:6][CH:5]=[CH:4][CH:3]=1, predict the reaction product. The product is: [CH2:1]([NH:8][C:9](=[O:25])[CH:10]([NH2:14])[CH2:11][O:12][CH3:13])[C:2]1[CH:7]=[CH:6][CH:5]=[CH:4][CH:3]=1. (2) Given the reactants [Cl:1][C:2]1[CH:3]=[C:4]([C:9](=O)[CH3:10])[CH:5]=[CH:6][C:7]=1[Cl:8].[NH2:12][C:13]([NH2:15])=[S:14], predict the reaction product. The product is: [NH2:15][C:13]1[S:14][CH:10]=[C:9]([C:4]2[CH:5]=[CH:6][C:7]([Cl:8])=[C:2]([Cl:1])[CH:3]=2)[N:12]=1. (3) Given the reactants C(OC([N:8]1[CH2:12][C@@H:11]([CH2:13][N:14]([CH:31]([CH3:33])[CH3:32])[C:15](=[O:30])[C:16]2[CH:21]=[CH:20][C:19]([O:22][CH3:23])=[C:18]([O:24][CH2:25][CH2:26][CH2:27][O:28][CH3:29])[CH:17]=2)[C@H:10]([OH:34])[CH2:9]1)=O)(C)(C)C.Cl[CH2:36][C:37]1[CH:42]=[CH:41][C:40]([CH3:43])=[C:39]([CH3:44])[CH:38]=1.CC#N.O.CC#N, predict the reaction product. The product is: [CH3:44][C:39]1[CH:38]=[C:37]([CH:42]=[CH:41][C:40]=1[CH3:43])[CH2:36][O:34][C@@H:10]1[CH2:9][NH:8][CH2:12][C@H:11]1[CH2:13][N:14]([CH:31]([CH3:33])[CH3:32])[C:15](=[O:30])[C:16]1[CH:21]=[CH:20][C:19]([O:22][CH3:23])=[C:18]([O:24][CH2:25][CH2:26][CH2:27][O:28][CH3:29])[CH:17]=1. (4) Given the reactants [C:1]([CH2:3]P(=O)(OCC)OCC)#[N:2].CC(C)([O-])C.[K+].[Si:18]([O:25][CH2:26][C:27]1[CH:28]=[C:29]([CH:32]=[CH:33][C:34]=1[Cl:35])[CH:30]=O)([C:21]([CH3:24])([CH3:23])[CH3:22])([CH3:20])[CH3:19].CCCCCCCCCCN, predict the reaction product. The product is: [Si:18]([O:25][CH2:26][C:27]1[CH:28]=[C:29](/[CH:30]=[CH:3]/[C:1]#[N:2])[CH:32]=[CH:33][C:34]=1[Cl:35])([C:21]([CH3:24])([CH3:23])[CH3:22])([CH3:20])[CH3:19]. (5) Given the reactants [Li+].[OH-].[O:3]=[C:4]1[N:10]([CH:11]2[CH2:16][CH2:15][N:14]([C:17]([O:19][C@@H:20]([C:30]([O:32]C)=[O:31])[CH2:21][C:22]3[CH:27]=[C:26]([Br:28])[CH:25]=[C:24]([Br:29])[CH:23]=3)=[O:18])[CH2:13][CH2:12]2)[CH2:9][CH2:8][C:7]2[CH:34]=[CH:35][CH:36]=[CH:37][C:6]=2[NH:5]1, predict the reaction product. The product is: [O:3]=[C:4]1[N:10]([CH:11]2[CH2:16][CH2:15][N:14]([C:17]([O:19][C@@H:20]([C:30]([OH:32])=[O:31])[CH2:21][C:22]3[CH:27]=[C:26]([Br:28])[CH:25]=[C:24]([Br:29])[CH:23]=3)=[O:18])[CH2:13][CH2:12]2)[CH2:9][CH2:8][C:7]2[CH:34]=[CH:35][CH:36]=[CH:37][C:6]=2[NH:5]1. (6) Given the reactants [C:1]([O:5][C:6](=[O:23])[NH:7][C:8]1[CH:9]=[C:10]2[C:15](=[CH:16][CH:17]=1)[C:14]([Br:18])=[N:13][N:12]([CH:19]([CH3:21])[CH3:20])[C:11]2=[O:22])([CH3:4])([CH3:3])[CH3:2].[H-].[Na+].Br[CH2:27][CH2:28]OC.O.[CH3:32][N:33](C=O)[CH3:34], predict the reaction product. The product is: [C:1]([O:5][C:6](=[O:23])[N:7]([C:8]1[CH:9]=[C:10]2[C:15](=[CH:16][CH:17]=1)[C:14]([Br:18])=[N:13][N:12]([CH:19]([CH3:20])[CH3:21])[C:11]2=[O:22])[CH2:27][CH2:28][N:33]([CH3:34])[CH3:32])([CH3:2])([CH3:4])[CH3:3]. (7) Given the reactants [C:1]1([CH2:6][C@H:7]([NH:14][C:15](=[O:34])[C@@H:16]([NH:26]C(=O)OC(C)(C)C)[CH2:17][C:18]2[CH:23]=[CH:22][C:21]([O:24][CH3:25])=[CH:20][CH:19]=2)[C:8]([C@@:10]2([CH3:13])[CH2:12][O:11]2)=[O:9])[CH2:5][CH2:4][CH2:3][CH:2]=1.C(O)(C(F)(F)F)=O, predict the reaction product. The product is: [NH2:26][C@@H:16]([CH2:17][C:18]1[CH:19]=[CH:20][C:21]([O:24][CH3:25])=[CH:22][CH:23]=1)[C:15]([NH:14][C@@H:7]([CH2:6][C:1]1[CH2:5][CH2:4][CH2:3][CH:2]=1)[C:8]([C@@:10]1([CH3:13])[CH2:12][O:11]1)=[O:9])=[O:34]. (8) Given the reactants [S:1]1[CH2:5][CH2:4][C@H:3]([CH2:6][CH2:7][CH2:8][CH2:9][C:10]([OH:12])=O)[S:2]1.[CH2:13]([NH2:16])[C:14]#[CH:15], predict the reaction product. The product is: [S:1]1[CH2:5][CH2:4][C@H:3]([CH2:6][CH2:7][CH2:8][CH2:9][C:10]([NH:16][CH2:13][C:14]#[CH:15])=[O:12])[S:2]1. (9) Given the reactants [Si:1]([O:8][C:9]1[CH:14]=[CH:13][C:12]([CH2:15]O)=[CH:11][C:10]=1[O:17][CH2:18][CH3:19])([C:4]([CH3:7])([CH3:6])[CH3:5])([CH3:3])[CH3:2].P(Br)(Br)[Br:21].C([O-])(O)=O.[Na+], predict the reaction product. The product is: [Br:21][CH2:15][C:12]1[CH:13]=[CH:14][C:9]([O:8][Si:1]([C:4]([CH3:7])([CH3:6])[CH3:5])([CH3:3])[CH3:2])=[C:10]([O:17][CH2:18][CH3:19])[CH:11]=1. (10) Given the reactants [CH2:1]([C:3]1[C:11]2[C:6](=[CH:7][CH:8]=[CH:9][C:10]=2[NH:12][C:13]([C:15]2[N:19]3[CH:20]=[CH:21][C:22]([C:24]([N:26]4[CH2:31][CH2:30][N:29](C(OC(C)(C)C)=O)[CH2:28][CH2:27]4)=[O:25])=[CH:23][C:18]3=[N:17][CH:16]=2)=[O:14])[N:5]([CH2:39][C:40]2[CH:45]=[CH:44][CH:43]=[C:42]([CH3:46])[N:41]=2)[N:4]=1)[CH3:2].[ClH:47], predict the reaction product. The product is: [ClH:47].[ClH:47].[CH2:1]([C:3]1[C:11]2[C:6](=[CH:7][CH:8]=[CH:9][C:10]=2[NH:12][C:13]([C:15]2[N:19]3[CH:20]=[CH:21][C:22]([C:24]([N:26]4[CH2:27][CH2:28][NH:29][CH2:30][CH2:31]4)=[O:25])=[CH:23][C:18]3=[N:17][CH:16]=2)=[O:14])[N:5]([CH2:39][C:40]2[CH:45]=[CH:44][CH:43]=[C:42]([CH3:46])[N:41]=2)[N:4]=1)[CH3:2].